Regression/Classification. Given a drug SMILES string, predict its absorption, distribution, metabolism, or excretion properties. Task type varies by dataset: regression for continuous measurements (e.g., permeability, clearance, half-life) or binary classification for categorical outcomes (e.g., BBB penetration, CYP inhibition). Dataset: hlm. From a dataset of Human liver microsome stability data. (1) The compound is N#CC1(n2cc([C@@H](NC(=O)c3ccccc3)C3CCCCC3)nn2)CC1. The result is 1 (stable in human liver microsomes). (2) The result is 0 (unstable in human liver microsomes). The drug is N#CC1(n2cc([C@@H](NC(=O)c3ncco3)C3CCCCC3)nn2)CC1.